This data is from Peptide-MHC class I binding affinity with 185,985 pairs from IEDB/IMGT. The task is: Regression. Given a peptide amino acid sequence and an MHC pseudo amino acid sequence, predict their binding affinity value. This is MHC class I binding data. (1) The binding affinity (normalized) is 0. The MHC is HLA-B27:05 with pseudo-sequence HLA-B27:05. The peptide sequence is ITPIGLAPTDV. (2) The peptide sequence is IASSMKGENV. The MHC is HLA-A68:02 with pseudo-sequence HLA-A68:02. The binding affinity (normalized) is 0.375. (3) The peptide sequence is HMWNFIGV. The MHC is H-2-Kb with pseudo-sequence H-2-Kb. The binding affinity (normalized) is 0.581. (4) The peptide sequence is NRTRHCQPEK. The MHC is Mamu-B08 with pseudo-sequence Mamu-B08. The binding affinity (normalized) is 0.178. (5) The peptide sequence is IQAGVDRFY. The MHC is HLA-B15:09 with pseudo-sequence HLA-B15:09. The binding affinity (normalized) is 0.0847.